From a dataset of Forward reaction prediction with 1.9M reactions from USPTO patents (1976-2016). Predict the product of the given reaction. (1) Given the reactants [N+:1]([C:4]1[CH:5]=[C:6]2[C:11](=[CH:12][CH:13]=1)[N:10]=[C:9]([C:14]1[CH:19]=[CH:18][CH:17]=[C:16]([F:20])[CH:15]=1)[CH:8]=[C:7]2O)([O-:3])=[O:2].P(Cl)(Cl)([Cl:24])=O, predict the reaction product. The product is: [N+:1]([C:4]1[CH:5]=[C:6]2[C:11](=[CH:12][CH:13]=1)[N:10]=[C:9]([C:14]1[CH:19]=[CH:18][CH:17]=[C:16]([F:20])[CH:15]=1)[CH:8]=[C:7]2[Cl:24])([O-:3])=[O:2]. (2) Given the reactants [CH2:1]([O:3][C:4](=[O:32])[CH:5]([C:10]1[CH:11]=[C:12]([C:22]2[CH:27]=[CH:26][C:25]([C:28]([F:31])([F:30])[F:29])=[CH:24][CH:23]=2)[CH:13]=[C:14]([CH:16]2[CH2:21][CH2:20][CH2:19][NH:18][CH2:17]2)[CH:15]=1)[CH2:6][CH:7]([CH3:9])[CH3:8])[CH3:2].BrC[C:35]1[CH:36]=[CH:37][C:38]2[S:42][N:41]=[N:40][C:39]=2[CH:43]=1.[CH:44](N(C(C)C)CC)(C)C, predict the reaction product. The product is: [CH2:1]([O:3][C:4](=[O:32])[CH:5]([C:10]1[CH:11]=[C:12]([C:22]2[CH:23]=[CH:24][C:25]([C:28]([F:29])([F:30])[F:31])=[CH:26][CH:27]=2)[CH:13]=[C:14]([CH:16]2[CH2:21][CH2:20][CH2:19][N:18]([CH2:44][C:36]3[CH:35]=[CH:43][C:39]4[N:40]=[N:41][S:42][C:38]=4[CH:37]=3)[CH2:17]2)[CH:15]=1)[CH2:6][CH:7]([CH3:9])[CH3:8])[CH3:2]. (3) The product is: [C:49]([C:25]1[CH:26]([C:27]2[CH:32]=[CH:31][C:30]([N:33]3[CH2:38][CH2:37][N:36]([C:39]([O:41][C:42]([CH3:43])([CH3:44])[CH3:45])=[O:40])[CH2:35][CH2:34]3)=[CH:29][C:28]=2[N+:46]([O-:48])=[O:47])[C:10]([C:11]([O:13][CH2:14][CH3:15])=[O:12])=[C:9]([C:6]2[CH:7]=[CH:8][C:3]([O:2][CH3:1])=[CH:4][CH:5]=2)[NH:23][C:24]=1[S:51][CH3:18])#[N:50]. Given the reactants [CH3:1][O:2][C:3]1[CH:8]=[CH:7][C:6]([C:9](=O)[CH2:10][C:11]([O:13][CH2:14][CH3:15])=[O:12])=[CH:5][CH:4]=1.N1CCCC[CH2:18]1.[NH2:23][C:24](=[S:51])[C:25]([C:49]#[N:50])=[CH:26][C:27]1[CH:32]=[CH:31][C:30]([N:33]2[CH2:38][CH2:37][N:36]([C:39]([O:41][C:42]([CH3:45])([CH3:44])[CH3:43])=[O:40])[CH2:35][CH2:34]2)=[CH:29][C:28]=1[N+:46]([O-:48])=[O:47].CI, predict the reaction product. (4) Given the reactants [C:1]([C:5]1[O:9][N:8]=[C:7]([NH:10][C:11]([NH:13][C:14]2[CH:19]=[CH:18][CH:17]=[C:16]([O:20][C:21]3[C:30]4[C:25](=[CH:26][C:27]([O:33][CH2:34][CH2:35]Cl)=[C:28]([O:31][CH3:32])[CH:29]=4)[N:24]=[CH:23][N:22]=3)[CH:15]=2)=[O:12])[CH:6]=1)([CH3:4])([CH3:3])[CH3:2].[N:37]1([CH2:43][CH2:44][OH:45])[CH2:42][CH2:41][NH:40][CH2:39][CH2:38]1, predict the reaction product. The product is: [C:1]([C:5]1[O:9][N:8]=[C:7]([NH:10][C:11]([NH:13][C:14]2[CH:19]=[CH:18][CH:17]=[C:16]([O:20][C:21]3[C:30]4[C:25](=[CH:26][C:27]([O:33][CH2:34][CH2:35][N:40]5[CH2:41][CH2:42][N:37]([CH2:43][CH2:44][OH:45])[CH2:38][CH2:39]5)=[C:28]([O:31][CH3:32])[CH:29]=4)[N:24]=[CH:23][N:22]=3)[CH:15]=2)=[O:12])[CH:6]=1)([CH3:4])([CH3:3])[CH3:2]. (5) Given the reactants [N+:1]([C:4]1[CH:5]=[C:6]([OH:10])[CH:7]=[CH:8][CH:9]=1)([O-:3])=[O:2].C(=O)([O-])[O-].[K+].[K+].Cl[CH2:18][C@H:19]1[CH2:23][O:22][C:21]([CH3:25])([CH3:24])[O:20]1, predict the reaction product. The product is: [CH3:24][C:21]1([CH3:25])[O:20][C@H:19]([CH2:18][O:10][C:6]2[CH:7]=[CH:8][CH:9]=[C:4]([N+:1]([O-:3])=[O:2])[CH:5]=2)[CH2:23][O:22]1. (6) Given the reactants [C:1]([OH:20])(=O)[CH2:2][CH2:3][CH2:4][CH2:5]/[CH:6]=[CH:7]\[CH2:8]/[CH:9]=[CH:10]\[CH2:11]/[CH:12]=[CH:13]\[CH2:14][CH2:15][CH2:16][CH2:17][CH3:18].[NH2:21][C:22]1[CH:30]=[C:26]([C:27]([OH:29])=[O:28])[C:25]([OH:31])=[CH:24][CH:23]=1, predict the reaction product. The product is: [C:1]([NH:21][C:22]1[CH:30]=[C:26]([C:27]([OH:29])=[O:28])[C:25]([OH:31])=[CH:24][CH:23]=1)(=[O:20])[CH2:2][CH2:3][CH2:4][CH2:5]/[CH:6]=[CH:7]\[CH2:8]/[CH:9]=[CH:10]\[CH2:11]/[CH:12]=[CH:13]\[CH2:14][CH2:15][CH2:16][CH2:17][CH3:18].